From a dataset of Forward reaction prediction with 1.9M reactions from USPTO patents (1976-2016). Predict the product of the given reaction. (1) The product is: [ClH:18].[ClH:18].[ClH:18].[F:1][C:2]([F:38])([F:37])[C:3]1[CH:4]=[C:5]([CH:30]=[C:31]([C:33]([F:36])([F:35])[F:34])[CH:32]=1)[C:6]([N:8]1[CH2:13][CH2:12][N:11]([CH2:14][C:15]#[C:16][CH2:17][NH:39][CH2:40][C:41]2[CH:42]=[N:43][CH:44]=[CH:45][CH:46]=2)[CH2:10][C@H:9]1[CH2:19][C:20]1[CH:29]=[CH:28][C:27]2[C:22](=[CH:23][CH:24]=[CH:25][CH:26]=2)[CH:21]=1)=[O:7]. Given the reactants [F:1][C:2]([F:38])([F:37])[C:3]1[CH:4]=[C:5]([CH:30]=[C:31]([C:33]([F:36])([F:35])[F:34])[CH:32]=1)[C:6]([N:8]1[CH2:13][CH2:12][N:11]([CH2:14][C:15]#[C:16][CH2:17][Cl:18])[CH2:10][C@H:9]1[CH2:19][C:20]1[CH:29]=[CH:28][C:27]2[C:22](=[CH:23][CH:24]=[CH:25][CH:26]=2)[CH:21]=1)=[O:7].[NH2:39][CH2:40][C:41]1[CH:42]=[N:43][CH:44]=[CH:45][CH:46]=1.C(N(CC)CC)C, predict the reaction product. (2) Given the reactants [CH:1]1([C:4]2[CH:9]=[CH:8][CH:7]=[C:6]([CH3:10])[C:5]=2[OH:11])[CH2:3][CH2:2]1.ClC1C=CC=CC=1Cl.[OH-].[Na+].[OH:22][C:23]1[CH:28]=[C:27]([Cl:29])[N:26]=[N:25][C:24]=1Cl, predict the reaction product. The product is: [Cl:29][C:27]1[N:26]=[N:25][C:24]([O:11][C:5]2[C:6]([CH3:10])=[CH:7][CH:8]=[CH:9][C:4]=2[CH:1]2[CH2:3][CH2:2]2)=[C:23]([OH:22])[CH:28]=1. (3) Given the reactants [Cl:1][C:2]1[CH:7]=[CH:6][N:5]=[C:4]2[NH:8][C:9]([C:11]3[CH:16]=[CH:15][C:14]([CH2:17][N:18]4[CH2:23][CH2:22][N:21]([CH3:24])[CH2:20][CH2:19]4)=[CH:13][CH:12]=3)=[N:10][C:3]=12.[CH2:25]([O:27][C:28]1[CH:33]=[CH:32][C:31](B(O)O)=[CH:30][CH:29]=1)[CH3:26].C(=O)([O-])[O-].[Na+].[Na+], predict the reaction product. The product is: [ClH:1].[CH2:25]([O:27][C:28]1[CH:33]=[CH:32][C:31]([C:2]2[CH:7]=[CH:6][N:5]=[C:4]3[NH:8][C:9]([C:11]4[CH:16]=[CH:15][C:14]([CH2:17][N:18]5[CH2:23][CH2:22][N:21]([CH3:24])[CH2:20][CH2:19]5)=[CH:13][CH:12]=4)=[N:10][C:3]=23)=[CH:30][CH:29]=1)[CH3:26]. (4) Given the reactants [P:1]([O:13][CH2:14][CH2:15][NH:16][CH2:17][CH3:18])([O:8][C:9]([CH3:12])([CH3:11])[CH3:10])([O:3][C:4]([CH3:7])([CH3:6])[CH3:5])=[O:2].O=[CH:20][CH2:21][C@@H:22]([NH:31][C:32]1[CH:37]=[CH:36][C:35]([S:38]([NH2:41])(=[O:40])=[O:39])=[CH:34][C:33]=1[S:42]([C:45]([F:48])([F:47])[F:46])(=[O:44])=[O:43])[CH2:23][S:24][C:25]1[CH:30]=[CH:29][CH:28]=[CH:27][CH:26]=1.C(O[BH-](OC(=O)C)OC(=O)C)(=O)C.[Na+].[OH-].[Na+], predict the reaction product. The product is: [P:1]([O:13][CH2:14][CH2:15][N:16]([CH2:17][CH3:18])[CH2:20][CH2:21][C@@H:22]([NH:31][C:32]1[CH:37]=[CH:36][C:35]([S:38](=[O:39])(=[O:40])[NH2:41])=[CH:34][C:33]=1[S:42]([C:45]([F:48])([F:46])[F:47])(=[O:43])=[O:44])[CH2:23][S:24][C:25]1[CH:26]=[CH:27][CH:28]=[CH:29][CH:30]=1)([O:3][C:4]([CH3:5])([CH3:6])[CH3:7])([O:8][C:9]([CH3:10])([CH3:11])[CH3:12])=[O:2]. (5) Given the reactants [CH3:1][O:2][CH:3]1[CH2:7][CH2:6][N:5]([C:8]([C:10]2[S:18][C:17]3[C:12](=[N:13][CH:14]=[CH:15][C:16]=3[O:19][C:20]3[CH:32]=[CH:31][C:23]4[C:24]([C:28]([OH:30])=O)=[C:25]([CH3:27])[O:26][C:22]=4[CH:21]=3)[CH:11]=2)=[O:9])[CH2:4]1.C(Cl)(=O)C(Cl)=O.[NH2:39][CH2:40][CH2:41][OH:42], predict the reaction product. The product is: [OH:42][CH2:41][CH2:40][NH:39][C:28]([C:24]1[C:23]2[CH:31]=[CH:32][C:20]([O:19][C:16]3[CH:15]=[CH:14][N:13]=[C:12]4[CH:11]=[C:10]([C:8]([N:5]5[CH2:6][CH2:7][CH:3]([O:2][CH3:1])[CH2:4]5)=[O:9])[S:18][C:17]=34)=[CH:21][C:22]=2[O:26][C:25]=1[CH3:27])=[O:30].